From a dataset of Peptide-MHC class I binding affinity with 185,985 pairs from IEDB/IMGT. Regression. Given a peptide amino acid sequence and an MHC pseudo amino acid sequence, predict their binding affinity value. This is MHC class I binding data. (1) The peptide sequence is YTAVVPLVD. The MHC is Mamu-A02 with pseudo-sequence Mamu-A02. The binding affinity (normalized) is 0.455. (2) The peptide sequence is LTIVFVPEV. The MHC is HLA-A25:01 with pseudo-sequence HLA-A25:01. The binding affinity (normalized) is 0.0847. (3) The peptide sequence is TLSERISSK. The MHC is HLA-A33:01 with pseudo-sequence HLA-A33:01. The binding affinity (normalized) is 0.150. (4) The peptide sequence is VQSVLRDISI. The MHC is HLA-A02:03 with pseudo-sequence HLA-A02:03. The binding affinity (normalized) is 0.418. (5) The peptide sequence is LMLLALIAV. The MHC is HLA-A02:17 with pseudo-sequence HLA-A02:17. The binding affinity (normalized) is 0.416. (6) The peptide sequence is PSEVELEEY. The MHC is HLA-A03:01 with pseudo-sequence HLA-A03:01. The binding affinity (normalized) is 0.0847. (7) The binding affinity (normalized) is 0.446. The MHC is HLA-B07:02 with pseudo-sequence HLA-B07:02. The peptide sequence is APGAAGPPQ.